From a dataset of Forward reaction prediction with 1.9M reactions from USPTO patents (1976-2016). Predict the product of the given reaction. (1) Given the reactants [Br:1][C:2]1[CH:10]=[CH:9][C:5]([C:6](Cl)=[O:7])=[CH:4][CH:3]=1.[CH3:11][NH2:12], predict the reaction product. The product is: [Br:1][C:2]1[CH:10]=[CH:9][C:5]([C:6]([NH:12][CH3:11])=[O:7])=[CH:4][CH:3]=1. (2) Given the reactants C([O:4][CH2:5][C:6]([C:8]1[CH:9]=[N:10][C:11]2[C:16]([C:17]=1[NH:18][C@H:19]1[CH2:24][CH2:23][C@H:22]([CH2:25][N:26]([CH3:28])[CH3:27])[CH2:21][CH2:20]1)=[N:15][C:14]([Cl:29])=[CH:13][CH:12]=2)=[O:7])(=O)C.C(=O)([O-])[O-].[K+].[K+], predict the reaction product. The product is: [Cl:29][C:14]1[N:15]=[C:16]2[C:11](=[CH:12][CH:13]=1)[N:10]=[CH:9][C:8]([C:6](=[O:7])[CH2:5][OH:4])=[C:17]2[NH:18][C@H:19]1[CH2:24][CH2:23][C@H:22]([CH2:25][N:26]([CH3:28])[CH3:27])[CH2:21][CH2:20]1. (3) Given the reactants C([O-])(O)=O.[Na+].[NH2:6][C:7]1[N:12]=[C:11]([C:13]([O:15][CH3:16])=[O:14])[CH:10]=[CH:9][CH:8]=1.[C:17]([C:19]1[CH:28]=[CH:27][C:22]([C:23](=O)[CH2:24]Br)=[CH:21][CH:20]=1)#[N:18].C(Cl)Cl, predict the reaction product. The product is: [C:17]([C:19]1[CH:28]=[CH:27][C:22]([C:23]2[N:6]=[C:7]3[CH:8]=[CH:9][CH:10]=[C:11]([C:13]([O:15][CH3:16])=[O:14])[N:12]3[CH:24]=2)=[CH:21][CH:20]=1)#[N:18]. (4) Given the reactants [O:1]1[C:8]2[CH:7]=[C:6]([C:9]([OH:11])=[O:10])[NH:5][C:4]=2[CH:3]=[CH:2]1.[C:12](=[O:21])([O:17][CH:18]([CH3:20])[CH3:19])[O:13][CH:14](Cl)[CH3:15], predict the reaction product. The product is: [O:1]1[C:8]2[CH:7]=[C:6]([C:9]([O:11][CH:14]([O:13][C:12]([O:17][CH:18]([CH3:20])[CH3:19])=[O:21])[CH3:15])=[O:10])[NH:5][C:4]=2[CH:3]=[CH:2]1. (5) The product is: [CH2:5]([N:12]1[CH2:13][CH2:14][CH:15]([N:18]([CH:25]([CH3:26])[CH3:27])[C:19](=[O:24])[CH2:20][CH2:21][CH2:22][O:3][CH2:2][CH2:1][OH:4])[CH2:16][CH2:17]1)[C:6]1[CH:7]=[CH:8][CH:9]=[CH:10][CH:11]=1. Given the reactants [CH2:1]([OH:4])[CH2:2][OH:3].[CH2:5]([N:12]1[CH2:17][CH2:16][CH:15]([N:18]([CH:25]([CH3:27])[CH3:26])[C:19](=[O:24])[CH2:20][CH2:21][CH2:22]Cl)[CH2:14][CH2:13]1)[C:6]1[CH:11]=[CH:10][CH:9]=[CH:8][CH:7]=1.C1(C)C=CC(S(O)(=O)=O)=CC=1, predict the reaction product. (6) Given the reactants [C:1]([O:5][C:6](=[O:9])[CH2:7][CH3:8])(=O)[CH2:2][CH3:3].[CH2:10]([N:12](CC)CC)C, predict the reaction product. The product is: [C:1]([NH2:12])(=[O:5])[CH3:2].[C:6]([O:5][CH2:1][CH2:2][CH3:3])(=[O:9])[C:7]([CH3:10])=[CH2:8]. (7) Given the reactants [Cl:1][C:2]1[CH:7]=[CH:6][C:5]([NH:8][C:9](=[O:14])[C:10]([CH3:13])([CH3:12])[CH3:11])=[C:4]([CH:15]([OH:22])[C:16]2[CH:17]=[N:18][CH:19]=[CH:20][CH:21]=2)[CH:3]=1, predict the reaction product. The product is: [Cl:1][C:2]1[CH:7]=[CH:6][C:5]([NH:8][C:9](=[O:14])[C:10]([CH3:13])([CH3:12])[CH3:11])=[C:4]([C:15]([C:16]2[CH:17]=[N:18][CH:19]=[CH:20][CH:21]=2)=[O:22])[CH:3]=1.